This data is from Full USPTO retrosynthesis dataset with 1.9M reactions from patents (1976-2016). The task is: Predict the reactants needed to synthesize the given product. Given the product [CH3:26][N:17]([C:11]1[CH:12]=[CH:13][CH:14]=[C:15]2[C:10]=1[NH:9][C:8]([C:6]1[S:7][C:3]([CH2:2][N:41]3[CH2:42][CH2:43][N:38]4[C:37](=[O:44])[O:36][CH2:35][CH:39]4[CH2:40]3)=[CH:4][N:5]=1)=[CH:16]2)[S:18]([C:21]1[S:22][CH:23]=[CH:24][CH:25]=1)(=[O:19])=[O:20], predict the reactants needed to synthesize it. The reactants are: Cl[CH2:2][C:3]1[S:7][C:6]([C:8]2[NH:9][C:10]3[C:15]([CH:16]=2)=[CH:14][CH:13]=[CH:12][C:11]=3[N:17]([CH3:26])[S:18]([C:21]2[S:22][CH:23]=[CH:24][CH:25]=2)(=[O:20])=[O:19])=[N:5][CH:4]=1.C(N(CC)CC)C.Cl.[CH2:35]1[CH:39]2[CH2:40][NH:41][CH2:42][CH2:43][N:38]2[C:37](=[O:44])[O:36]1.CN(C)C=O.